From a dataset of Full USPTO retrosynthesis dataset with 1.9M reactions from patents (1976-2016). Predict the reactants needed to synthesize the given product. (1) Given the product [OH:47][CH2:46][CH2:48][NH:49][C:36]([CH:16]1[CH2:15][N:14]([S:11]([C:7]2[CH:6]=[C:5]3[C:10]([C:2]([Cl:1])=[CH:3][NH:4]3)=[CH:9][CH:8]=2)(=[O:13])=[O:12])[CH2:19][C:18](=[O:20])[N:17]1[CH2:21][CH:22]1[CH2:27][CH2:26][N:25]([C:28]2[CH:33]=[CH:32][C:31](=[O:34])[N:30]([CH3:35])[N:29]=2)[CH2:24][CH2:23]1)=[O:37], predict the reactants needed to synthesize it. The reactants are: [Cl:1][C:2]1[C:10]2[C:5](=[CH:6][C:7]([S:11]([N:14]3[CH2:19][C:18](=[O:20])[N:17]([CH2:21][CH:22]4[CH2:27][CH2:26][N:25]([C:28]5[CH:33]=[CH:32][C:31](=[O:34])[N:30]([CH3:35])[N:29]=5)[CH2:24][CH2:23]4)[CH:16]([C:36](O)=[O:37])[CH2:15]3)(=[O:13])=[O:12])=[CH:8][CH:9]=2)[NH:4][CH:3]=1.C(N(CC)CC)C.[CH2:46]([CH2:48][NH2:49])[OH:47].F[P-](F)(F)(F)(F)F.N1(O[P+](N2CCCC2)(N2CCCC2)N2CCCC2)C2C=CC=CC=2N=N1. (2) Given the product [F:37][C:4]1[CH:3]=[C:21]([C:22]2[CH:27]=[CH:26][N:25]=[C:24]3[NH:28][C:29]([C:31]4[CH:32]=[N:33][N:34]([CH3:36])[CH:35]=4)=[N:30][C:23]=23)[CH:20]=[CH:19][C:5]=1[CH2:6][NH:7][C:8]([C:68]1[N:67]=[C:66]([C:62]([CH3:65])([CH3:64])[CH3:63])[O:70][N:69]=1)=[O:9], predict the reactants needed to synthesize it. The reactants are: OC[C:3]1[CH:4]=[C:5]([CH:19]=[CH:20][C:21]=1[C:22]1[CH:27]=[CH:26][N:25]=[C:24]2[NH:28][C:29]([C:31]3[CH:32]=[N:33][N:34]([CH3:36])[CH:35]=3)=[N:30][C:23]=12)[CH2:6][NH:7][C:8](C1ON=C(C(C)(C)C)N=1)=[O:9].[F:37]C1C=C(C2C=CN=C3NC(C4C=NN(C)C=4)=NC=23)C=CC=1CN.[Na].[C:62]([C:66]1[O:70][N:69]=[C:68](C(O)=O)[N:67]=1)([CH3:65])([CH3:64])[CH3:63].C1CN([P+](Br)(N2CCCC2)N2CCCC2)CC1.F[P-](F)(F)(F)(F)F.CN(C=O)C.CCN(C(C)C)C(C)C. (3) Given the product [CH:16]([N:14]([CH3:15])[C@H:11]1[CH2:12][CH2:13][C@@H:8]([NH2:7])[CH2:9][CH2:10]1)([CH3:18])[CH3:17], predict the reactants needed to synthesize it. The reactants are: C(OC(=O)[NH:7][C@H:8]1[CH2:13][CH2:12][C@@H:11]([N:14]([CH:16]([CH3:18])[CH3:17])[CH3:15])[CH2:10][CH2:9]1)(C)(C)C.FC(F)(F)C(O)=O. (4) Given the product [CH3:19][O:18][N:17]([CH3:16])[C:11]([C:10]1[C:6]2[CH:5]=[CH:4][C:3]([O:2][CH3:1])=[CH:14][C:7]=2[S:8][CH:9]=1)=[O:13], predict the reactants needed to synthesize it. The reactants are: [CH3:1][O:2][C:3]1[CH:4]=[CH:5][C:6]2[C:10]([C:11]([OH:13])=O)=[CH:9][S:8][C:7]=2[CH:14]=1.Cl.[CH3:16][NH:17][O:18][CH3:19].C1C=CC2N(O)N=NC=2C=1.C(Cl)CCl.CCN(C(C)C)C(C)C.